The task is: Predict the reaction yield, written as a fraction of the theoretical maximum amount of product (1.0 means a 100% yield; for example, 0.34 means a 34% yield).. This data is from Reaction yield outcomes from USPTO patents with 853,638 reactions. (1) The reactants are C(O[C:6]([C:8]1[N:9]=[C:10]([C:26]#[N:27])[C:11]2[C:16]([C:17]=1[OH:18])=[CH:15][CH:14]=[C:13]([O:19][CH:20]1[CH2:25][CH2:24][CH2:23][CH2:22][CH2:21]1)[CH:12]=2)=[O:7])CCC.[NH2:28][CH2:29][C:30]1([C:34]([OH:36])=[O:35])[CH2:33][CH2:32][CH2:31]1.C[O-].[Na+].CO.Cl. The catalyst is O. The product is [C:26]([C:10]1[C:11]2[C:16](=[CH:15][CH:14]=[C:13]([O:19][CH:20]3[CH2:25][CH2:24][CH2:23][CH2:22][CH2:21]3)[CH:12]=2)[C:17]([OH:18])=[C:8]([C:6]([NH:28][CH2:29][C:30]2([C:34]([OH:36])=[O:35])[CH2:33][CH2:32][CH2:31]2)=[O:7])[N:9]=1)#[N:27]. The yield is 0.350. (2) The yield is 0.770. The reactants are [CH3:1][C@H:2]1[C@@H:11]([NH2:12])[CH2:10][CH2:9][C:4]2([O:8][CH2:7][CH2:6][O:5]2)[CH2:3]1.[O:13]=[C:14](N1CCOC1=O)[CH2:15][CH2:16][CH:17]=O. The product is [CH3:1][C@H:2]1[C@@H:11]([N:12]2[CH2:17][CH2:16][CH2:15][C:14]2=[O:13])[CH2:10][CH2:9][C:4]2([O:5][CH2:6][CH2:7][O:8]2)[CH2:3]1. No catalyst specified. (3) The reactants are Br[C:2]1[N:3]=[CH:4][N:5]([C:7]2[CH:12]=[CH:11][C:10]([O:13][C:14]([F:17])([F:16])[F:15])=[CH:9][CH:8]=2)[CH:6]=1.[C:18]([C:21]1[CH:22]=[CH:23][C:24]([F:30])=[C:25](B(O)O)[CH:26]=1)(=[O:20])[CH3:19].C(=O)([O-])[O-].[K+].[K+]. The catalyst is [Pd].C1(P(C2C=CC=CC=2)C2C=CC=CC=2)C=CC=CC=1.C1(P(C2C=CC=CC=2)C2C=CC=CC=2)C=CC=CC=1.C1(P(C2C=CC=CC=2)C2C=CC=CC=2)C=CC=CC=1.C1(P(C2C=CC=CC=2)C2C=CC=CC=2)C=CC=CC=1.O1CCOCC1. The product is [F:30][C:24]1[CH:25]=[CH:26][C:21]([C:18](=[O:20])[CH3:19])=[CH:22][C:23]=1[C:2]1[N:3]=[CH:4][N:5]([C:7]2[CH:12]=[CH:11][C:10]([O:13][C:14]([F:17])([F:16])[F:15])=[CH:9][CH:8]=2)[CH:6]=1. The yield is 0.880. (4) The reactants are C[N:2]1[C:6]2[CH:7]=[C:8](C#N)[CH:9]=[CH:10][C:5]=2[N:4]=[C:3]1[NH:13]CCN1CCOCC1.ClC1N(C)C2C=C(C#N)C=CC=2N=1.NCCN1CCOCC1. The catalyst is CCO. The product is [NH2:13][C:3]1[NH:2][C:6]2[CH:7]=[CH:8][CH:9]=[CH:10][C:5]=2[N:4]=1. The yield is 0.880. (5) The reactants are [CH2:1]([Mg]Br)[CH3:2].[CH3:5][N:6]1[C:11](=O)[CH2:10][CH2:9][C:8]([NH:19][C:20](=[O:22])[OH:21])([C:13]2[CH:18]=[CH:17][CH:16]=[CH:15][CH:14]=2)[CH2:7]1. The catalyst is CCOCC.C1COCC1.CC(C)[O-].[Ti+4].CC(C)[O-].CC(C)[O-].CC(C)[O-]. The product is [C:8]([O:21][C:20](=[O:22])[NH:19][C:8]1([C:13]2[CH:18]=[CH:17][CH:16]=[CH:15][CH:14]=2)[CH2:9][CH2:10][C:11]2([CH2:2][CH2:1]2)[N:6]([CH3:5])[CH2:7]1)([CH3:13])([CH3:9])[CH3:7]. The yield is 0.110. (6) The reactants are [Br:1][C:2]1[CH:7]=[CH:6][CH:5]=[C:4]([CH2:8]Br)[CH:3]=1.P(OCC)(OCC)OCC.O=[C:21]1[CH2:26][CH2:25][N:24]([C:27]([O:29][C:30]([CH3:33])([CH3:32])[CH3:31])=[O:28])[CH2:23][CH2:22]1.[H-].[Na+]. The catalyst is O.COCCOC. The product is [Br:1][C:2]1[CH:3]=[C:4]([CH:5]=[CH:6][CH:7]=1)[CH:8]=[C:21]1[CH2:26][CH2:25][N:24]([C:27]([O:29][C:30]([CH3:33])([CH3:32])[CH3:31])=[O:28])[CH2:23][CH2:22]1. The yield is 0.515.